Dataset: Retrosynthesis with 50K atom-mapped reactions and 10 reaction types from USPTO. Task: Predict the reactants needed to synthesize the given product. (1) The reactants are: COc1ccc(-c2cc3cc(F)c(F)cc3[nH]2)cc1NS(=O)(=O)c1cccc([N+](=O)[O-])c1. Given the product COc1ccc(-c2cc3cc(F)c(F)cc3[nH]2)cc1NS(=O)(=O)c1cccc(N)c1, predict the reactants needed to synthesize it. (2) Given the product Cc1ccc(C(=O)N2CCOCC2)c(CN2CCN(C(=O)OC(C)(C)C)CC2)c1, predict the reactants needed to synthesize it. The reactants are: C1COCCN1.Cc1ccc(C(=O)O)c(CN2CCN(C(=O)OC(C)(C)C)CC2)c1. (3) Given the product CC(C)(C)OC(=O)NC(C(=O)O[C@H]1C[N+]2(CC(=O)c3ccccc3)CCC1CC2)c1ccccc1, predict the reactants needed to synthesize it. The reactants are: CC(C)(C)OC(=O)NC(C(=O)O[C@H]1CN2CCC1CC2)c1ccccc1.O=C(CCl)c1ccccc1. (4) Given the product CC(C)N(C=Nc1ccncc1OC(=O)N(C)C)C(C)C, predict the reactants needed to synthesize it. The reactants are: CC(C)N(C=Nc1ccncc1O)C(C)C.CN(C)C(=O)Cl. (5) Given the product Cc1cc([SH](C)C(C)c2cccc3cn(-c4ccc(C(F)(F)F)cc4)nc23)ccc1OCC(=O)O, predict the reactants needed to synthesize it. The reactants are: CCOC(=O)COc1ccc([SH](C)C(C)c2cccc3cn(-c4ccc(C(F)(F)F)cc4)nc23)cc1C. (6) Given the product COCC(C)N1Cc2c(N)cccc2C1=O, predict the reactants needed to synthesize it. The reactants are: COCC(C)N1Cc2c(cccc2[N+](=O)[O-])C1=O. (7) Given the product CC(C)C(=O)NC(N)=S, predict the reactants needed to synthesize it. The reactants are: CC(C)C(=O)Cl.NC(N)=S. (8) Given the product Nc1cc(C(=O)O)cc(SCc2ccsc2)c1-c1ccccc1, predict the reactants needed to synthesize it. The reactants are: O=C(O)c1cc(SCc2ccsc2)c(-c2ccccc2)c([N+](=O)[O-])c1. (9) Given the product CCCCc1nc2c(N)nc3ccccc3c2n1CCCN(Cc1ccc(CC(=O)OC)cc1)C(=O)CN(C)C, predict the reactants needed to synthesize it. The reactants are: CCCCc1nc2c(N)nc3ccccc3c2n1CCCNCc1ccc(CC(=O)OC)cc1.CN(C)CC(=O)Cl. (10) Given the product CNC(=O)c1ccccc1Nc1cc(Nc2cn(CCO)nc2C)ncc1C(F)(F)F, predict the reactants needed to synthesize it. The reactants are: CNC(=O)c1ccccc1Nc1cc(Cl)ncc1C(F)(F)F.Cc1nn(CCO)cc1N.